Dataset: Full USPTO retrosynthesis dataset with 1.9M reactions from patents (1976-2016). Task: Predict the reactants needed to synthesize the given product. (1) The reactants are: C(=O)([O-])O.[Na+].Br[CH2:7][C:8](=O)[C:9]([O:11][CH2:12][CH3:13])=[O:10].[C:15]([NH2:25])(=[O:24])[CH:16]=[CH:17][C:18]1[CH:23]=[CH:22][CH:21]=[CH:20][CH:19]=1.FC(F)(F)C(OC(=O)C(F)(F)F)=O. Given the product [CH2:12]([O:11][C:9]([C:8]1[N:25]=[C:15](/[CH:16]=[CH:17]/[C:18]2[CH:23]=[CH:22][CH:21]=[CH:20][CH:19]=2)[O:24][CH:7]=1)=[O:10])[CH3:13], predict the reactants needed to synthesize it. (2) Given the product [N:1]12[CH2:8][CH2:7][CH:4]([CH2:5][CH2:6]1)[CH:3]([O:9][C:10](=[O:23])[NH:11][C:12]([C:15]1[CH:16]=[C:17]([C:24]3[CH:29]=[CH:28][CH:27]=[CH:26][CH:25]=3)[C:18]([F:21])=[CH:19][CH:20]=1)([CH3:14])[CH3:13])[CH2:2]2, predict the reactants needed to synthesize it. The reactants are: [N:1]12[CH2:8][CH2:7][CH:4]([CH2:5][CH2:6]1)[CH:3]([O:9][C:10](=[O:23])[NH:11][C:12]([C:15]1[CH:20]=[CH:19][C:18]([F:21])=[C:17](Br)[CH:16]=1)([CH3:14])[CH3:13])[CH2:2]2.[C:24]1(B(O)O)[CH:29]=[CH:28][CH:27]=[CH:26][CH:25]=1. (3) Given the product [Cl:20][C:6]1[CH:7]=[C:8]([CH:11]=[CH:12][C:5]=1[CH2:1][CH:2]([CH3:4])[CH3:3])[CH:9]=[O:10], predict the reactants needed to synthesize it. The reactants are: [CH2:1]([C:5]1[CH:12]=[CH:11][C:8]([CH:9]=[O:10])=[CH:7][C:6]=1[N+]([O-])=O)[CH:2]([CH3:4])[CH3:3].N([O-])=O.[Na+].[ClH:20].